Task: Binary Classification. Given a miRNA mature sequence and a target amino acid sequence, predict their likelihood of interaction.. Dataset: Experimentally validated miRNA-target interactions with 360,000+ pairs, plus equal number of negative samples (1) The miRNA is mmu-miR-7681-5p with sequence AUCCUGUCCUUGCCCUCUCU. The protein sequence of the target gene is MNLKLNVLTIILLPVHLLITIYSALIFIPWYFLTNAKKKNAMAKRIKAKPTSDKPGSPYRSVTHFDSLAVIDIPGADTLDKLFDHAVAKFGKKDSLGTREILSEENEMQPNGKVFKKLILGNYKWINYLEVNCRVNNFGSGLTALGLKPKNTIAIFCETRAEWMIAAQTCFKYNFPLVTLYATLGREAVVHGLNESEASYLITSVELLESKLKAALVDINCVKHIIYVDNKTINRAEYPEGLEIHSMQSVEELGAKPENLSVPPSRPTPSDMAIVMYTSGSTGRPKGVMMHHSNLIAGMT.... Result: 0 (no interaction). (2) The miRNA is mmu-miR-465c-3p with sequence GAUCAGGGCCUUUCUAAGUAGA. The protein sequence of the target gene is MNNLNDPPNWNIRPNARADGGDGSKWNYALLVPMLGLAAFRWIWSRESQKEIEKARKAYHQRTAAFQQDLEAKYHAVISEHRRAVAQLSLELEKEQNRTSSFREALISQGRKLAEEKKLLEQERAQIKQEKSRLQPLRNVYLSCLQEEDDWQRRAQHVLKEVGEALEERQNIYCSLIIPRSARLELEKSLLVRTSVDPVAADLEMAAGLSDIFKHDKHCGDVWNTNKRQNGKLMWMYLKYWELLVELKKFKKVEKVILEK. Result: 0 (no interaction). (3) The miRNA is hsa-miR-92a-2-5p with sequence GGGUGGGGAUUUGUUGCAUUAC. The protein sequence of the target gene is MRECISIHVGQAGVQIGNACWELYCLEHGIQPDGQMPSDKTIGGGDDSFNTFFSETGAGKHVPRAVFVDLEPTVIDEVRTGTYRQLFHPEQLITGKEDAANNYARGHYTIGKEIIDLVLDRIRKLADQCTGLQGFLVFHSFGGGTGSGFTSLLMERLSVDYGKKSKLEFSIYPAPQVSTAVVEPYNSILTTHTTLEHSDCAFMVDNEAIYDICRRNLDIERPTYTNLNRLISQIVSSITASLRFDGALNVDLTEFQTNLVPYPRIHFPLATYAPVISAEKAYHEQLTVAEITNACFEPAN.... Result: 0 (no interaction).